Task: Regression/Classification. Given a drug SMILES string, predict its absorption, distribution, metabolism, or excretion properties. Task type varies by dataset: regression for continuous measurements (e.g., permeability, clearance, half-life) or binary classification for categorical outcomes (e.g., BBB penetration, CYP inhibition). Dataset: cyp2d6_veith.. Dataset: CYP2D6 inhibition data for predicting drug metabolism from PubChem BioAssay (1) The molecule is Nc1ccc(S(=O)(=O)Nc2ncccn2)cc1. The result is 0 (non-inhibitor). (2) The molecule is O=C(CSc1nncn1-c1ccccc1)Nc1ccc(N2CCOCC2)cc1. The result is 0 (non-inhibitor). (3) The molecule is NC(=O)Nc1cc([As](=O)(O)O)cc(I)c1O. The result is 0 (non-inhibitor). (4) The molecule is Cc1cccc(N(CC(=O)NCCSCc2ccco2)S(=O)(=O)c2ccccc2)c1. The result is 1 (inhibitor). (5) The drug is CNC(=O)NC(=S)NC(=O)c1ccc(OC)cc1. The result is 0 (non-inhibitor). (6) The drug is COC(=O)c1c(NC(=O)Cn2cc([N+](=O)[O-])cn2)sc2c1CCC2. The result is 0 (non-inhibitor). (7) The drug is COc1ccc([N+](=O)[O-])c2c1CCN2C(=O)CC[C@H](N)C(=O)O. The result is 0 (non-inhibitor).